From a dataset of Peptide-MHC class I binding affinity with 185,985 pairs from IEDB/IMGT. Regression. Given a peptide amino acid sequence and an MHC pseudo amino acid sequence, predict their binding affinity value. This is MHC class I binding data. (1) The peptide sequence is GVEVRYIDI. The MHC is HLA-A02:01 with pseudo-sequence HLA-A02:01. The binding affinity (normalized) is 0.103. (2) The peptide sequence is KQFYIFNTH. The MHC is HLA-B15:17 with pseudo-sequence HLA-B15:17. The binding affinity (normalized) is 0.0847.